From a dataset of Forward reaction prediction with 1.9M reactions from USPTO patents (1976-2016). Predict the product of the given reaction. (1) Given the reactants [CH:1]1([CH2:4][CH:5]([C:8]2[CH:9]=[N:10][CH:11]=[N:12][CH:13]=2)[C:6]#[N:7])[CH2:3][CH2:2]1.CI.[CH3:16]C([O-])(C)C.[K+], predict the reaction product. The product is: [CH:1]1([CH2:4][C:5]([CH3:16])([C:8]2[CH:9]=[N:10][CH:11]=[N:12][CH:13]=2)[C:6]#[N:7])[CH2:3][CH2:2]1. (2) Given the reactants Cl[C:2]1[CH:3]=[N:4][C:5]2[C:10]([N:11]=1)=[CH:9][C:8]([C:12]([C:14]1[C:15]([F:35])=[C:16]([N:22]([S:29]([CH2:32][CH2:33][CH3:34])(=[O:31])=[O:30])S(CCC)(=O)=O)[CH:17]=[C:18]([F:21])[C:19]=1[F:20])=[O:13])=[CH:7][CH:6]=2.[C:36]1(B(O)O)[CH:41]=[CH:40][CH:39]=[CH:38][CH:37]=1.C([O-])([O-])=O.[Na+].[Na+], predict the reaction product. The product is: [F:35][C:15]1[C:14]([C:12]([C:8]2[CH:9]=[C:10]3[C:5](=[CH:6][CH:7]=2)[N:4]=[CH:3][C:2]([C:36]2[CH:41]=[CH:40][CH:39]=[CH:38][CH:37]=2)=[N:11]3)=[O:13])=[C:19]([F:20])[C:18]([F:21])=[CH:17][C:16]=1[NH:22][S:29]([CH2:32][CH2:33][CH3:34])(=[O:31])=[O:30]. (3) Given the reactants C(=O)CCCC=O.[ClH:8].[CH2:9]([N:11]=[C:12]=[N:13][CH2:14][CH2:15][CH2:16][N:17]([CH3:19])[CH3:18])[CH3:10].[OH:20][N:21]1[C:25](=[O:26])[CH2:24][CH2:23][C:22]1=[O:27], predict the reaction product. The product is: [ClH:8].[CH2:9]([N:11]=[C:12]=[N:13][CH2:14][CH2:15][CH2:16][N:17]([CH3:19])[CH3:18])[CH3:10].[OH:20][N:21]1[C:25](=[O:26])[CH2:24][CH2:23][C:22]1=[O:27]. (4) The product is: [Cl:15][C:16]1[CH:21]=[CH:20][CH:19]=[CH:18][C:17]=1[C:2]1[C:3]([C:13]#[N:14])=[C:4]([N+:10]([O-:12])=[O:11])[CH:5]=[C:6]([O:8][CH3:9])[CH:7]=1. Given the reactants Br[C:2]1[C:3]([C:13]#[N:14])=[C:4]([N+:10]([O-:12])=[O:11])[CH:5]=[C:6]([O:8][CH3:9])[CH:7]=1.[Cl:15][C:16]1[CH:21]=[CH:20][CH:19]=[CH:18][C:17]=1B(O)O.CCO.C(=O)([O-])[O-].[Na+].[Na+], predict the reaction product.